This data is from Full USPTO retrosynthesis dataset with 1.9M reactions from patents (1976-2016). The task is: Predict the reactants needed to synthesize the given product. (1) Given the product [OH:26][CH2:27][C:28]([NH:31][S:32]([C:35]1[S:39][C:38]([NH:40][C:12]([C:11]2[CH:10]=[N:9][N:8]3[C:3]([CH:2]([F:25])[F:1])=[CH:4][C:5]([C:15]4[CH:20]=[CH:19][C:18]([C:21]([F:22])([F:24])[F:23])=[CH:17][CH:16]=4)=[N:6][C:7]=23)=[O:13])=[N:37][C:36]=1[CH3:41])(=[O:34])=[O:33])([CH3:30])[CH3:29], predict the reactants needed to synthesize it. The reactants are: [F:1][CH:2]([F:25])[C:3]1[N:8]2[N:9]=[CH:10][C:11]([C:12](O)=[O:13])=[C:7]2[N:6]=[C:5]([C:15]2[CH:20]=[CH:19][C:18]([C:21]([F:24])([F:23])[F:22])=[CH:17][CH:16]=2)[CH:4]=1.[OH:26][CH2:27][C:28]([NH:31][S:32]([C:35]1[S:39][C:38]([NH2:40])=[N:37][C:36]=1[CH3:41])(=[O:34])=[O:33])([CH3:30])[CH3:29]. (2) Given the product [Cl:5][C:6]1[CH:7]=[CH:8][C:9]([C:12]2[C:16]([C:17]([O:19][CH2:20][CH3:21])=[O:18])=[CH:15][S:14][N:13]=2)=[CH:10][CH:11]=1, predict the reactants needed to synthesize it. The reactants are: S(Cl)(Cl)=O.[Cl:5][C:6]1[CH:11]=[CH:10][C:9]([C:12]2[C:16]([C:17]([OH:19])=[O:18])=[CH:15][S:14][N:13]=2)=[CH:8][CH:7]=1.[CH2:20](O)[CH3:21].